From a dataset of Full USPTO retrosynthesis dataset with 1.9M reactions from patents (1976-2016). Predict the reactants needed to synthesize the given product. Given the product [CH:6]12[NH:5][CH:10]([CH2:11][CH2:12]1)[CH2:9][CH:8]([C:13]1[N:18]3[N:19]=[C:20]([C:23]4[CH:24]=[CH:25][N:26]=[CH:27][CH:28]=4)[C:21]([I:22])=[C:17]3[N:16]=[CH:15][CH:14]=1)[CH2:7]2, predict the reactants needed to synthesize it. The reactants are: FC(F)(F)C([N:5]1[CH:10]2[CH2:11][CH2:12][CH:6]1[CH2:7][CH:8]([C:13]1[N:18]3[N:19]=[C:20]([C:23]4[CH:28]=[CH:27][N:26]=[CH:25][CH:24]=4)[C:21]([I:22])=[C:17]3[N:16]=[CH:15][CH:14]=1)[CH2:9]2)=O.C(=O)([O-])[O-].[K+].[K+].CO.